From a dataset of Catalyst prediction with 721,799 reactions and 888 catalyst types from USPTO. Predict which catalyst facilitates the given reaction. (1) Reactant: [CH2:1]([O:3][CH:4]([O:8][CH2:9][CH3:10])[CH2:5][CH2:6][NH2:7])[CH3:2].[CH3:11][C:12]([O:15][C:16](O[C:16]([O:15][C:12]([CH3:14])([CH3:13])[CH3:11])=[O:17])=[O:17])([CH3:14])[CH3:13].O.Cl. The catalyst class is: 12. Product: [CH2:1]([O:3][CH:4]([O:8][CH2:9][CH3:10])[CH2:5][CH2:6][NH:7][C:16](=[O:17])[O:15][C:12]([CH3:14])([CH3:13])[CH3:11])[CH3:2]. (2) Reactant: [C:1]1([CH3:8])[C:6]([OH:7])=[CH:5][CH:4]=[CH:3][CH:2]=1.[C:9](=O)([O-])[O-].[K+].[K+].CN(C=O)C.IC. Product: [CH3:9][O:7][C:6]1[CH:5]=[CH:4][CH:3]=[CH:2][C:1]=1[CH3:8]. The catalyst class is: 6. (3) Reactant: CS(C)=O.[CH3:5][C:6]1[CH:7]=[C:8]([OH:20])[C:9]([C:13]2[CH:18]=[CH:17][CH:16]=[C:15]([CH3:19])[N:14]=2)=[N:10][C:11]=1[CH3:12].Cl[C:22]1[C:31]2[C:26](=[CH:27][C:28]([O:34][CH3:35])=[C:29]([O:32][CH3:33])[CH:30]=2)[N:25]=[CH:24][CH:23]=1.C(=O)([O-])[O-].[Cs+].[Cs+]. Product: [CH3:33][O:32][C:29]1[CH:30]=[C:31]2[C:26](=[CH:27][C:28]=1[O:34][CH3:35])[N:25]=[CH:24][CH:23]=[C:22]2[O:20][C:8]1[C:9]([C:13]2[CH:18]=[CH:17][CH:16]=[C:15]([CH3:19])[N:14]=2)=[N:10][C:11]([CH3:12])=[C:6]([CH3:5])[CH:7]=1. The catalyst class is: 850.